From a dataset of Forward reaction prediction with 1.9M reactions from USPTO patents (1976-2016). Predict the product of the given reaction. (1) The product is: [CH3:3][N:2]([CH2:4][C@@H:5]1[CH2:10][CH2:9][CH2:8][CH2:7][C@H:6]1[C:11]1[CH:12]=[C:13]([CH:14]=[CH:15][CH:16]=1)[O:17][CH:26]1[O:25][CH:24]([C:33]([OH:35])=[O:34])[CH:23]([OH:37])[CH:22]([OH:21])[CH:27]1[OH:28])[CH3:1]. Given the reactants [CH3:1][N:2]([CH2:4][C@@H:5]1[CH2:10][CH2:9][CH2:8][CH2:7][C@H:6]1[C:11]1[CH:12]=[C:13]([OH:17])[CH:14]=[CH:15][CH:16]=1)[CH3:3].CC([O:21][C@@H:22]1[C@@H:27]([O:28]C(C)=O)[C@@H:26](Br)[O:25][C@H:24]([C:33]([O:35]C)=[O:34])[C@H:23]1[O:37]C(C)=O)=O.[OH-].[Li+], predict the reaction product. (2) Given the reactants [C:1]([N:8]1[CH2:14][CH2:13][CH2:12][C@H:9]1[CH2:10][OH:11])([O:3][C:4]([CH3:7])([CH3:6])[CH3:5])=[O:2].C(N(CC)CC)C.[CH3:22][S:23](Cl)(=[O:25])=[O:24], predict the reaction product. The product is: [CH3:22][S:23]([O:11][CH2:10][C@@H:9]1[CH2:12][CH2:13][CH2:14][N:8]1[C:1]([O:3][C:4]([CH3:7])([CH3:6])[CH3:5])=[O:2])(=[O:25])=[O:24]. (3) Given the reactants C[O:2][C:3]([C:5]1([C:8]2[CH:9]=[CH:10][C:11]3[O:15][CH:14]=[N:13][C:12]=3[CH:16]=2)[CH2:7][CH2:6]1)=[O:4].O, predict the reaction product. The product is: [O:15]1[C:11]2[CH:10]=[CH:9][C:8]([C:5]3([C:3]([OH:4])=[O:2])[CH2:7][CH2:6]3)=[CH:16][C:12]=2[N:13]=[CH:14]1.